Predict the reaction yield, written as a fraction of the theoretical maximum amount of product (1.0 means a 100% yield; for example, 0.34 means a 34% yield). From a dataset of Reaction yield outcomes from USPTO patents with 853,638 reactions. (1) The yield is 0.240. The reactants are [C:1]([N:4]1[CH2:9][CH2:8][N:7]([C:10]2[N:11]=[C:12]([NH:23][C@@H:24]([C:26]3[CH:31]=[CH:30][C:29]([CH2:32]O)=[CH:28][CH:27]=3)[CH3:25])[C:13]3[CH2:18][N:17]([CH:19]([CH3:21])[CH3:20])[C:16](=[O:22])[C:14]=3[N:15]=2)[CH2:6][CH2:5]1)(=[O:3])[CH3:2].C1(P(C2C=CC=CC=2)C2C=CC=CC=2)C=CC=CC=1.Br[N:54]1[C:58](=O)CC[C:55]1=O.CNC. The product is [C:1]([N:4]1[CH2:9][CH2:8][N:7]([C:10]2[N:11]=[C:12]([NH:23][C@@H:24]([C:26]3[CH:31]=[CH:30][C:29]([CH2:32][N:54]([CH3:58])[CH3:55])=[CH:28][CH:27]=3)[CH3:25])[C:13]3[CH2:18][N:17]([CH:19]([CH3:20])[CH3:21])[C:16](=[O:22])[C:14]=3[N:15]=2)[CH2:6][CH2:5]1)(=[O:3])[CH3:2]. The catalyst is C1COCC1. (2) The reactants are [F:1][C:2]([F:30])([F:29])[C:3]1[CH:4]=[C:5]([C:13]([C:15]2[CH:20]=[C:19]([C:21]([F:24])([F:23])[F:22])[CH:18]=[C:17]([C:25]([F:28])([F:27])[F:26])[CH:16]=2)=O)[CH:6]=[C:7]([C:9]([F:12])([F:11])[F:10])[CH:8]=1.[CH:31]([NH2:34])([CH3:33])[CH3:32].CO.[OH-].[Na+]. The catalyst is C(Cl)Cl.C1COCC1.Cl[Ti](Cl)(Cl)Cl.CCOCC. The product is [F:1][C:2]([F:30])([F:29])[C:3]1[CH:4]=[C:5]([CH:13]([C:15]2[CH:20]=[C:19]([C:21]([F:24])([F:23])[F:22])[CH:18]=[C:17]([C:25]([F:28])([F:27])[F:26])[CH:16]=2)[NH:34][CH:31]([CH3:33])[CH3:32])[CH:6]=[C:7]([C:9]([F:12])([F:11])[F:10])[CH:8]=1. The yield is 0.270. (3) The reactants are [CH3:1][Si:2]([CH3:29])([CH3:28])[CH2:3][CH2:4][O:5][CH2:6][N:7]1[C:11]2[N:12]=[CH:13][N:14]=[C:15]([C:16]3[CH:17]=[N:18][N:19]([CH:21]([CH2:25][CH2:26][OH:27])[CH2:22][CH2:23][OH:24])[CH:20]=3)[C:10]=2[CH:9]=[CH:8]1.C(Cl)Cl.[CH3:33][S:34](Cl)(=[O:36])=[O:35]. The catalyst is O. The product is [CH3:33][S:34]([O:27][CH2:26][CH2:25][CH:21]([N:19]1[CH:20]=[C:16]([C:15]2[C:10]3[CH:9]=[CH:8][N:7]([CH2:6][O:5][CH2:4][CH2:3][Si:2]([CH3:1])([CH3:28])[CH3:29])[C:11]=3[N:12]=[CH:13][N:14]=2)[CH:17]=[N:18]1)[CH2:22][CH2:23][O:24][S:34]([CH3:33])(=[O:36])=[O:35])(=[O:36])=[O:35]. The yield is 0.800. (4) The reactants are [Cl:1][C:2]1[CH:3]=[C:4]([CH:20]=[CH:21][C:22]=1[Cl:23])[CH2:5][C:6]1[N:7]=[C:8]([N:14]2[CH2:19][CH2:18][O:17][CH2:16][CH2:15]2)[S:9][C:10]=1[CH2:11][C:12]#[N:13].[N-:24]=[N+:25]=[N-:26].[Na+].[NH4+].[Cl-]. The catalyst is CN(C=O)C.C(OCC)(=O)C.O. The product is [NH:24]1[C:12]([CH2:11][C:10]2[S:9][C:8]([N:14]3[CH2:15][CH2:16][O:17][CH2:18][CH2:19]3)=[N:7][C:6]=2[CH2:5][C:4]2[CH:20]=[CH:21][C:22]([Cl:23])=[C:2]([Cl:1])[CH:3]=2)=[N:13][N:26]=[N:25]1. The yield is 0.0500. (5) The reactants are [Cl:1][CH2:2][C:3]1[NH:7][C:6]2[CH:8]=[CH:9][CH:10]=[CH:11][C:5]=2[N:4]=1.[C:12](O[C:12]([O:14][C:15]([CH3:18])([CH3:17])[CH3:16])=[O:13])([O:14][C:15]([CH3:18])([CH3:17])[CH3:16])=[O:13]. The catalyst is CN(C1C=CN=CC=1)C.C1COCC1. The product is [Cl:1][CH2:2][C:3]1[N:4]([C:12]([O:14][C:15]([CH3:18])([CH3:17])[CH3:16])=[O:13])[C:5]2[CH:11]=[CH:10][CH:9]=[CH:8][C:6]=2[N:7]=1. The yield is 0.900.